Dataset: Experimentally validated miRNA-target interactions with 360,000+ pairs, plus equal number of negative samples. Task: Binary Classification. Given a miRNA mature sequence and a target amino acid sequence, predict their likelihood of interaction. (1) The miRNA is mmu-miR-7681-5p with sequence AUCCUGUCCUUGCCCUCUCU. The protein sequence of the target gene is MPLEVVVELQIRAISCPGVFLPGKQDVYLGVYLMNQYLETNSFPSAFPIMIQESMRFEKVFESAVDPGAVVDLLEMWDELAYYEENTRDFLFPEPKLTPSHPRRCREVLMKTALGFPGIAPKIEFSTRTAIRECVFLHRNRFLEERHESRRPLSTSHEPIFPLNTIKMKLKENNLNRLPKGMQARAPSQYSTRHFFQDQPAQLNLGNNFKISGGSKPPFVVRHVDSAKPFGENISEHHLRRSRRKSKFSDFPFPTRRASSLDSLAANVKVIKEPDERIVLRSDSSSCLDSSQFGKSSSSK.... Result: 0 (no interaction). (2) The miRNA is hsa-miR-6873-3p with sequence UUCUCUCUGUCUUUCUCUCUCAG. The protein sequence of the target gene is MKLAAMIKKMCPSDSELSIPAKNCYRMVILGSSKVGKTAIVSRFLTGRFEDAYTPTIEDFHRKFYSIRGEVYQLDILDTSGNHPFPAMRRLSILTGDVFILVFSLDNRDSFEEVQRLKQQILDTKSCLKNKTKENVDVPLVICGNKGDRDFYREVEQREIEQLVGDDPQRCAYFEISAKKNSSLDQMFRALFAMAKLPSEMSPDLHRKVSVQYCDVLHKKALRNKKLLRAGSGGGGDHGDAFGILAPFARRPSVHSDLMYIREKTSVSSQAKDKERCVIS. Result: 0 (no interaction). (3) The miRNA is hsa-miR-5189-5p with sequence UCUGGGCACAGGCGGAUGGACAGG. The protein sequence of the target gene is MAVNVYSTSVTSDNLSRHDMLAWINESLQLNLTKIEQLCSGAAYCQFMDMLFPGSIALKKVKFQAKLEHEYIQNFKILQAGFKRMGVDKIIPVDKLVKGKFQDNFEFVQWFKKFFDANYDGKEYDPVAARQGQETAVAPSLVAPALSKPKKPLGSGSAAPQRPIATQRTTAAPKAGPGMVRKNPGMGNGDDEAAELMQQVKVLKLTVEDLEKERDFYFGKLRNIELICQENEGENDPVLQRIVDILYATDEGFVIPDEGGPQEEQEEY. Result: 0 (no interaction). (4) The miRNA is hsa-miR-6882-5p with sequence UACAAGUCAGGAGCUGAAGCAG. The protein sequence of the target gene is MTDLNKHIKQAQTQRKQLLEESRELHREKLLVQAENRFFLEYLTNKTEEYTEQPEKVWNSYLQKSGEIERRRQESASRYAEQISVLKTALLQKENIQSSLKRKLQAMRDIAILKEKQEKEIQTLQEETKKVQAETASKTREVQAQLLQEKRLLEKQLSEPDRRLLGKRKRRELNMKAQALKLAAKRFIFEYSCGINRENQQFKKELLQLIEQAQKLTATQSHLENRKQQLQQEQWYLESLIQARQRLQGSHNQCLNRQDVPKTTPSLPQGTKSRINPK. Result: 0 (no interaction). (5) The miRNA is mmu-miR-145a-5p with sequence GUCCAGUUUUCCCAGGAAUCCCU. The protein sequence of the target gene is MGENDPPAVEAPFSFRSLFGLDDLKISPVAPDADAVAAQILSLLPLKFFPIIVIGIIALILALAIGLGIHFDCSGKYRCRSSFKCIELIARCDGVSDCKDGEDEYRCVRVGGQNAVLQVFTAASWKTMCSDDWKGHYANVACAQLGFPSYVSSDNLRVSSLEGQFREEFVSIDHLLPDDKVTALHHSVYVREGCASGHVVTLQCTACGHRRGYSSRIVGGNMSLLSQWPWQASLQFQGYHLCGGSVITPLWIITAAHCVYDLYLPKSWTIQVGLVSLLDNPAPSHLVEKIVYHSKYKPKR.... Result: 0 (no interaction). (6) The miRNA is hsa-miR-4761-5p with sequence ACAAGGUGUGCAUGCCUGACC. The protein sequence of the target gene is MASTGASRSLAASPRPPQGRSSRQDKYSVLLPTYNERENLPLIVWLLVKSFSESAINYEIIIIDDGSPDGTREVAEQLAEIYGPDRILLRPREKKLGLGTAYIHGIKHATGNYVIIMDADLSHHPKFIPEFIRKQKEGNFDIVSGTRYKGNGGVYGWDLKRKIISRGANFITQILLRPGASDLTGSFRLYRKEVLQKLIEKCVSKGYVFQMEMIVRARQMNYTIGEVPISFVDRVYGESKLGGNEIVSFLKGLLTLFATT. Result: 0 (no interaction). (7) The miRNA is hsa-miR-3978 with sequence GUGGAAAGCAUGCAUCCAGGGUGU. The protein sequence of the target gene is MSYDRAITVFSPDGHLFQVEYAQEAVKKGSTAVGVRGRDIVVLGVEKKSVAKLQDERTVRKICALDDNVCMAFAGLTADARIVINRARVECQSHRLTVEDPVTVEYITRYIASLKQRYTQSNGRRPFGISALIVGFDFDGTPRLYQTDPSGTYHAWKANAIGRGAKSVREFLEKNYTDEAIETDDLTIKLVIKALLEVVQSGGKNIELAVMRRDQSLKILNPEEIEKYVAEIEKEKEENEKKKQKKAS. Result: 1 (interaction). (8) The miRNA is mmu-miR-125a-5p with sequence UCCCUGAGACCCUUUAACCUGUGA. The protein sequence of the target gene is MRLRNGTVATALVFVTSFLTLSWYTTWQNGKEKLIAYQREFLALKERLRVAEHRISQRSSELNTIVQQFRRAGAETNGSKTALSTISDNTIKLLKELTSKKSLRVPSIYYHLPHLLQNERSLQPAVQIGSGRTGVSIVMGIPTVKREVKSYLVETLHSLIDNLYPEEKLDCVIVVFIGETDLDYVHSVVANLEKEFSREISSGLLEIISPPESYYPDLTNLKETFGDSKERVRWRTKQNLDYCFLMMYAQEKGIYYIQLEDDIIVKQNYFNTIKNFALQLSSEEWMILEFSQLGFIGKMF.... Result: 1 (interaction).